The task is: Regression. Given two drug SMILES strings and cell line genomic features, predict the synergy score measuring deviation from expected non-interaction effect.. This data is from NCI-60 drug combinations with 297,098 pairs across 59 cell lines. Drug 1: C1=CC(=C2C(=C1NCCNCCO)C(=O)C3=C(C=CC(=C3C2=O)O)O)NCCNCCO. Drug 2: CC1=C2C(C(=O)C3(C(CC4C(C3C(C(C2(C)C)(CC1OC(=O)C(C(C5=CC=CC=C5)NC(=O)OC(C)(C)C)O)O)OC(=O)C6=CC=CC=C6)(CO4)OC(=O)C)O)C)O. Cell line: OVCAR-5. Synergy scores: CSS=34.7, Synergy_ZIP=-10.4, Synergy_Bliss=-4.71, Synergy_Loewe=-18.0, Synergy_HSA=-1.45.